From a dataset of Reaction yield outcomes from USPTO patents with 853,638 reactions. Predict the reaction yield, written as a fraction of the theoretical maximum amount of product (1.0 means a 100% yield; for example, 0.34 means a 34% yield). The reactants are [CH3:1][O:2][C:3](=[O:14])[C:4]1[CH:9]=[C:8]([CH3:10])[CH:7]=[C:6]([CH2:11][NH:12]O)[CH:5]=1.C1(P(C2C=CC=CC=2)C2C=CC=CC=2)C=CC=CC=1.C(Cl)(Cl)(Cl)Cl. The catalyst is C(#N)C.CCOCC. The product is [CH3:1][O:2][C:3](=[O:14])[C:4]1[CH:9]=[C:8]([CH3:10])[CH:7]=[C:6]([C:11]#[N:12])[CH:5]=1. The yield is 0.950.